This data is from Reaction yield outcomes from USPTO patents with 853,638 reactions. The task is: Predict the reaction yield, written as a fraction of the theoretical maximum amount of product (1.0 means a 100% yield; for example, 0.34 means a 34% yield). The yield is 0.500. The reactants are [Cl:1][C:2]1[C:3]([O:9][C:10]2[CH:15]=[C:14]([O:16][CH2:17][CH2:18][O:19][CH3:20])[CH:13]=[CH:12][C:11]=2[CH2:21][CH2:22][CH2:23][OH:24])=[N:4][CH:5]=[C:6]([Cl:8])[CH:7]=1.Cl[S:26]([N:29]=[C:30]=[O:31])(=[O:28])=[O:27].N1C=CC=CC=1.[NH2:38][CH2:39][CH2:40][C:41]1[CH:46]=[CH:45][CH:44]=[CH:43][N:42]=1. The product is [N:42]1[CH:43]=[CH:44][CH:45]=[CH:46][C:41]=1[CH2:40][CH2:39][NH:38][S:26]([NH:29][C:30](=[O:31])[O:24][CH2:23][CH2:22][CH2:21][C:11]1[CH:12]=[CH:13][C:14]([O:16][CH2:17][CH2:18][O:19][CH3:20])=[CH:15][C:10]=1[O:9][C:3]1[C:2]([Cl:1])=[CH:7][C:6]([Cl:8])=[CH:5][N:4]=1)(=[O:28])=[O:27]. The catalyst is C1(C)C=CC=CC=1.O.